Dataset: Full USPTO retrosynthesis dataset with 1.9M reactions from patents (1976-2016). Task: Predict the reactants needed to synthesize the given product. (1) Given the product [F:22][C:23]1[CH:28]=[CH:27][C:26]([CH2:29][C:30]([NH:13][C:12]2[CH:14]=[CH:15][C:9]([B:4]3[O:3][C:2]([CH3:16])([CH3:1])[C:6]([CH3:7])([CH3:8])[O:5]3)=[CH:10][CH:11]=2)=[O:31])=[CH:25][CH:24]=1, predict the reactants needed to synthesize it. The reactants are: [CH3:1][C:2]1([CH3:16])[C:6]([CH3:8])([CH3:7])[O:5][B:4]([C:9]2[CH:15]=[CH:14][C:12]([NH2:13])=[CH:11][CH:10]=2)[O:3]1.C(=O)(O)[O-].[Na+].[F:22][C:23]1[CH:28]=[CH:27][C:26]([CH2:29][C:30](O)=[O:31])=[CH:25][CH:24]=1.CN(C(ON1N=NC2C=CC=NC1=2)=[N+](C)C)C.F[P-](F)(F)(F)(F)F. (2) Given the product [CH3:24][O:23][C:21]1[CH:20]=[C:19]2[C:15]([CH:16]=[CH:17][NH:18]2)=[C:14]([N:11]2[CH2:12][CH2:13][NH:8][CH2:9][CH2:10]2)[CH:22]=1, predict the reactants needed to synthesize it. The reactants are: C([N:8]1[CH2:13][CH2:12][N:11]([C:14]2[CH:22]=[C:21]([O:23][CH3:24])[CH:20]=[C:19]3[C:15]=2[CH:16]=[CH:17][NH:18]3)[CH2:10][CH2:9]1)C1C=CC=CC=1.C([O-])=O.[NH4+]. (3) Given the product [Cl:8][C:9]1[CH:18]=[C:17]2[C:12]([CH:13]=[C:14]([NH2:19])[N:15]=[CH:16]2)=[CH:11][N:10]=1, predict the reactants needed to synthesize it. The reactants are: FC(F)(F)C(O)=O.[Cl:8][C:9]1[CH:18]=[C:17]2[C:12]([CH:13]=[C:14]([NH:19]C(=O)OC(C)(C)C)[N:15]=[CH:16]2)=[CH:11][N:10]=1.